From a dataset of Full USPTO retrosynthesis dataset with 1.9M reactions from patents (1976-2016). Predict the reactants needed to synthesize the given product. (1) The reactants are: [NH2:1][C:2]1[N:6]=[CH:5][NH:4][N:3]=1.[CH3:7][O:8][C:9]1[CH:16]=[CH:15][C:12]([CH2:13]Cl)=[CH:11][CH:10]=1. Given the product [CH3:7][O:8][C:9]1[CH:16]=[CH:15][C:12]([CH2:13][N:4]2[CH:5]=[N:6][C:2]([NH2:1])=[N:3]2)=[CH:11][CH:10]=1, predict the reactants needed to synthesize it. (2) Given the product [C:1]([NH:4][C:5]1[CH:10]=[C:9]2[C:8]([CH:29]=[CH:28][N:12]3[C:13]([C:24]([O:26][CH3:27])=[O:25])=[C:14]([C:16]4[CH:21]=[CH:20][C:19]([Cl:22])=[CH:18][C:17]=4[Cl:23])[N:15]=[C:11]32)=[CH:7][N:6]=1)(=[O:3])[CH3:2], predict the reactants needed to synthesize it. The reactants are: [C:1]([NH:4][C:5]1[CH:10]=[C:9]([C:11]2[N:12]([CH:28]=[CH2:29])[C:13]([C:24]([O:26][CH3:27])=[O:25])=[C:14]([C:16]3[CH:21]=[CH:20][C:19]([Cl:22])=[CH:18][C:17]=3[Cl:23])[N:15]=2)[C:8](Br)=[CH:7][N:6]=1)(=[O:3])[CH3:2].C1(C)C=CC=CC=1P(C1C=CC=CC=1C)C1C=CC=CC=1C.CCN(C(C)C)C(C)C.O. (3) Given the product [F:1][C:2]1[CH:10]=[CH:9][C:8]([C:11]([O:13][CH3:14])=[O:12])=[C:7]2[C:3]=1[CH:4]=[CH:5][NH:6]2, predict the reactants needed to synthesize it. The reactants are: [F:1][C:2]1[CH:10]=[CH:9][C:8]([C:11]([OH:13])=[O:12])=[C:7]2[C:3]=1[CH:4]=[CH:5][NH:6]2.[CH:14]1C=CC=CC=1.C[Si](C=[N+]=[N-])(C)C. (4) Given the product [O:4]1[C:8]2[CH:9]=[CH:10][CH:11]=[C:12]([N:13]3[CH2:18][CH2:17][N:16]([CH2:19][CH2:20][C@H:21]4[CH2:26][CH2:25][C@H:24]([NH:27][C:36](=[O:37])[CH2:35][C:29]5([OH:28])[CH2:34][CH2:33][CH2:32][CH2:31][CH2:30]5)[CH2:23][CH2:22]4)[CH2:15][CH2:14]3)[C:7]=2[O:6][CH2:5]1, predict the reactants needed to synthesize it. The reactants are: Cl.Cl.Cl.[O:4]1[C:8]2[CH:9]=[CH:10][CH:11]=[C:12]([N:13]3[CH2:18][CH2:17][N:16]([CH2:19][CH2:20][C@H:21]4[CH2:26][CH2:25][C@H:24]([NH2:27])[CH2:23][CH2:22]4)[CH2:15][CH2:14]3)[C:7]=2[O:6][CH2:5]1.[OH:28][C:29]1([CH2:35][C:36](O)=[O:37])[CH2:34][CH2:33][CH2:32][CH2:31][CH2:30]1. (5) Given the product [ClH:43].[F:41][C:32]1[CH:31]=[C:30]([CH:35]=[CH:34][C:33]=1[O:36][C:37]([F:40])([F:38])[F:39])[CH2:29][NH:28][C:27]([C@H:10]1[CH2:9][NH:8][CH2:13][CH2:12][N:11]1[S:14]([C:17]1[CH:22]=[CH:21][C:20]([C:23]([F:26])([F:25])[F:24])=[CH:19][CH:18]=1)(=[O:15])=[O:16])=[O:42], predict the reactants needed to synthesize it. The reactants are: C(OC([N:8]1[CH2:13][CH2:12][N:11]([S:14]([C:17]2[CH:22]=[CH:21][C:20]([C:23]([F:26])([F:25])[F:24])=[CH:19][CH:18]=2)(=[O:16])=[O:15])[C@@H:10]([C:27](=[O:42])[NH:28][CH2:29][C:30]2[CH:35]=[CH:34][C:33]([O:36][C:37]([F:40])([F:39])[F:38])=[C:32]([F:41])[CH:31]=2)[CH2:9]1)=O)(C)(C)C.[ClH:43].O1CCOCC1. (6) Given the product [Br:10][C:11]1[CH:16]=[CH:15][C:14]([Cl:17])=[C:13]([CH2:18][F:7])[C:12]=1[F:20], predict the reactants needed to synthesize it. The reactants are: C(N(S(F)(F)[F:7])CC)C.[Br:10][C:11]1[C:12]([F:20])=[C:13]([CH2:18]O)[C:14]([Cl:17])=[CH:15][CH:16]=1.C(=O)(O)[O-].[Na+]. (7) Given the product [CH:9]1([N:15]([C:4]([NH:30][N:31]([CH3:32])[CH3:35])=[O:3])[CH:16]2[CH2:21][CH2:20][N:19]([C:22]([O:24][C:25]([CH3:28])([CH3:27])[CH3:26])=[O:23])[CH2:18][CH2:17]2)[CH2:14][CH2:13][CH2:12][CH2:11][CH2:10]1, predict the reactants needed to synthesize it. The reactants are: O=C(Cl)[O:3][C:4](Cl)(Cl)Cl.[CH:9]1([NH:15][CH:16]2[CH2:21][CH2:20][N:19]([C:22]([O:24][C:25]([CH3:28])([CH3:27])[CH3:26])=[O:23])[CH2:18][CH2:17]2)[CH2:14][CH2:13][CH2:12][CH2:11][CH2:10]1.C[NH:30][NH:31][CH3:32].Cl.Cl[CH2:35]Cl. (8) Given the product [CH2:1]([O:8][CH2:9][C@H:10]1[CH2:11][O:12][C:34](=[O:36])[N:13]1[C:14]1[S:15][CH:16]=[C:17]([C:19]2[CH:20]=[CH:21][C:22]([Br:25])=[CH:23][CH:24]=2)[N:18]=1)[C:2]1[CH:3]=[CH:4][CH:5]=[CH:6][CH:7]=1, predict the reactants needed to synthesize it. The reactants are: [CH2:1]([O:8][CH2:9][C@H:10]([NH:13][C:14]1[S:15][CH:16]=[C:17]([C:19]2[CH:24]=[CH:23][C:22]([Br:25])=[CH:21][CH:20]=2)[N:18]=1)[CH2:11][OH:12])[C:2]1[CH:7]=[CH:6][CH:5]=[CH:4][CH:3]=1.C(N(CC)CC)C.Cl[C:34](Cl)([O:36]C(=O)OC(Cl)(Cl)Cl)Cl. (9) Given the product [NH2:1][C:2]1[N:3]=[C:4]([NH:11][C@H:12]([C:14]2[N:23]([C:24]3[CH:29]=[CH:28][CH:27]=[C:26]([F:30])[CH:25]=3)[C:22](=[O:31])[C:21]3[C:16](=[C:17]([C:34]#[N:35])[CH:18]=[C:19]([F:32])[CH:20]=3)[N:15]=2)[CH3:13])[C:5]([C:9]#[N:10])=[C:6]([NH2:8])[N:7]=1, predict the reactants needed to synthesize it. The reactants are: [NH2:1][C:2]1[N:7]=[C:6]([NH2:8])[C:5]([C:9]#[N:10])=[C:4]([NH:11][C@H:12]([C:14]2[N:23]([C:24]3[CH:29]=[CH:28][CH:27]=[C:26]([F:30])[CH:25]=3)[C:22](=[O:31])[C:21]3[C:16](=[C:17](I)[CH:18]=[C:19]([F:32])[CH:20]=3)[N:15]=2)[CH3:13])[N:3]=1.[CH3:34][N:35]1C(=O)CCC1. (10) Given the product [CH:1]1([CH2:4][O:5][C:6]2[C:31]([O:32][CH3:33])=[CH:30][C:9]3[C:10]4[N:15]([CH:16]([C:18]([CH3:22])([CH3:23])[CH2:19][O:20][CH3:21])[CH2:17][C:8]=3[CH:7]=2)[CH:14]=[C:13]([C:24]([OH:26])=[O:25])[C:12](=[O:29])[CH:11]=4)[CH2:3][CH2:2]1, predict the reactants needed to synthesize it. The reactants are: [CH:1]1([CH2:4][O:5][C:6]2[C:31]([O:32][CH3:33])=[CH:30][C:9]3[C:10]4[N:15]([CH:16]([C:18]([CH3:23])([CH3:22])[CH2:19][O:20][CH3:21])[CH2:17][C:8]=3[CH:7]=2)[CH:14]=[C:13]([C:24]([O:26]CC)=[O:25])[C:12](=[O:29])[CH:11]=4)[CH2:3][CH2:2]1.[Li+].[OH-].Cl.